Dataset: Forward reaction prediction with 1.9M reactions from USPTO patents (1976-2016). Task: Predict the product of the given reaction. Given the reactants [CH3:1][C:2]1[C:10]2[CH:9]=[C:8]([C:11]([O:13]C)=[O:12])[S:7][C:6]=2[CH:5]=[CH:4][CH:3]=1.O.[OH-].[Li+].O, predict the reaction product. The product is: [CH3:1][C:2]1[C:10]2[CH:9]=[C:8]([C:11]([OH:13])=[O:12])[S:7][C:6]=2[CH:5]=[CH:4][CH:3]=1.